From a dataset of Forward reaction prediction with 1.9M reactions from USPTO patents (1976-2016). Predict the product of the given reaction. (1) Given the reactants [CH3:1][N:2]([C:14]1[CH:15]=[CH:16][CH:17]=[C:18]2[C:22]=1[NH:21][C:20]([C:23]1[S:24][CH:25]=[CH:26][N:27]=1)=[CH:19]2)[S:3]([C:6]1[CH:10]=[CH:9][S:8][C:7]=1[C:11](O)=[O:12])(=[O:5])=[O:4].[N:28]1(O)C2C=CC=CC=2N=N1.Cl.CN(C)CCCN=C=NCC.N.Cl, predict the reaction product. The product is: [CH3:1][N:2]([C:14]1[CH:15]=[CH:16][CH:17]=[C:18]2[C:22]=1[NH:21][C:20]([C:23]1[S:24][CH:25]=[CH:26][N:27]=1)=[CH:19]2)[S:3]([C:6]1[CH:10]=[CH:9][S:8][C:7]=1[C:11]([NH2:28])=[O:12])(=[O:4])=[O:5]. (2) Given the reactants [CH3:1][C:2]1([CH3:18])[CH2:11][CH2:10][C:9]2[C:8](=[O:12])[C:7](=[O:13])[C:6]3[CH:14]=[CH:15][CH:16]=[CH:17][C:5]=3[C:4]=2[O:3]1.[C:19]([O:23][C:24]([NH:26][CH2:27][C:28]([OH:30])=O)=[O:25])([CH3:22])([CH3:21])[CH3:20].CN(C([O:38]N1N=NC2C=CC=CC1=2)=[N+](C)C)C.F[P-](F)(F)(F)(F)F.C(N([CH2:60][CH3:61])CC)C, predict the reaction product. The product is: [C:19]([O:23][C:24]([NH:26][CH2:27][C:28]([O:13][C:7]1[C:8]([O:12][C:60](=[O:38])[CH3:61])=[C:9]2[C:4](=[C:5]3[CH:17]=[CH:16][CH:15]=[CH:14][C:6]=13)[O:3][C:2]([CH3:18])([CH3:1])[CH2:11][CH2:10]2)=[O:30])=[O:25])([CH3:20])([CH3:21])[CH3:22].